Dataset: HIV replication inhibition screening data with 41,000+ compounds from the AIDS Antiviral Screen. Task: Binary Classification. Given a drug SMILES string, predict its activity (active/inactive) in a high-throughput screening assay against a specified biological target. (1) The molecule is Cc1ccc(S(=O)c2sccc2C=O)cc1. The result is 0 (inactive). (2) The compound is O=[N+]([O-])c1cccc2nc3ccccc3c(NCCCNc3c4ccccc4nc4cccc([N+](=O)[O-])c34)c12. The result is 0 (inactive). (3) The drug is CC(C)Oc1nc(N2CCNCC2)nc2c1CCCC2.O=C(O)C(=O)O. The result is 0 (inactive). (4) The compound is CCOC(=O)C12C(=O)C(C)CCC1C(C)CC2C=C(C)C. The result is 0 (inactive). (5) The result is 0 (inactive). The compound is C#CCN(CCC)C(=O)COc1cc2c(O)c3c(O)c(C)c4c(c13)C(=O)C(C)(OC=CC(OC)C(C)C(OC(C)=O)C(C)C(O)C(C)C(O)C(C)C=CC=C(C)C(=O)N2)O4. (6) The drug is CSCCC(NC(=O)OCc1ccccc1)P(=O)(O)c1ccccc1. The result is 0 (inactive). (7) The compound is O=C(CC1Sc2ccccc2NC1=O)Nc1ccc([N+](=O)[O-])cc1[N+](=O)[O-]. The result is 0 (inactive). (8) The drug is CCCON=[N+]([O-])N(CC)CC. The result is 0 (inactive).